Predict which catalyst facilitates the given reaction. From a dataset of Catalyst prediction with 721,799 reactions and 888 catalyst types from USPTO. Reactant: [CH3:1][NH:2][C@@H:3]([CH2:10][CH3:11])[CH2:4][N:5]1[CH2:9][CH2:8][CH2:7][CH2:6]1.CN1CCOCC1.[Br:19][C:20]1[CH:28]=[CH:27][C:23]([C:24](Cl)=[O:25])=[CH:22][CH:21]=1. Product: [Br:19][C:20]1[CH:28]=[CH:27][C:23]([C:24]([N:2]([CH3:1])[C@@H:3]([CH2:10][CH3:11])[CH2:4][N:5]2[CH2:9][CH2:8][CH2:7][CH2:6]2)=[O:25])=[CH:22][CH:21]=1. The catalyst class is: 2.